Dataset: Full USPTO retrosynthesis dataset with 1.9M reactions from patents (1976-2016). Task: Predict the reactants needed to synthesize the given product. Given the product [NH2:8][C:9]1[CH:24]=[C:13]2[C:14]3[C:19]([CH2:20][CH2:21][N:12]2[C:11](=[O:25])[N:10]=1)=[CH:18][C:17]([O:22][CH3:23])=[CH:16][CH:15]=3, predict the reactants needed to synthesize it. The reactants are: NC1C=C([NH:8][C:9]2[CH:24]=[C:13]3[C:14]4[C:19]([CH2:20][CH2:21][N:12]3[C:11](=[O:25])[N:10]=2)=[CH:18][C:17]([O:22][CH3:23])=[CH:16][CH:15]=4)C=CC=1.